This data is from Forward reaction prediction with 1.9M reactions from USPTO patents (1976-2016). The task is: Predict the product of the given reaction. (1) The product is: [N+:26]([C:18]1[CH:17]=[C:16]([CH2:15][O:7][C:1]2[CH:6]=[CH:5][CH:4]=[CH:3][CH:2]=2)[CH:25]=[CH:24][C:19]=1[C:20]([O:22][CH3:23])=[O:21])([O-:28])=[O:27]. Given the reactants [C:1]1([OH:7])[CH:6]=[CH:5][CH:4]=[CH:3][CH:2]=1.C(=O)([O-])[O-].[K+].[K+].Br[CH2:15][C:16]1[CH:25]=[CH:24][C:19]([C:20]([O:22][CH3:23])=[O:21])=[C:18]([N+:26]([O-:28])=[O:27])[CH:17]=1.Cl, predict the reaction product. (2) Given the reactants [C:1]([O:5][C:6]([N:8]1[CH2:13][CH2:12][N:11]([C:14]2[N:22]([CH2:23][CH:24]=[C:25]([CH3:27])[CH3:26])[C:21]3[C:20](=[O:28])[N:19]([CH2:29][O:30][C:31](=[O:36])[C:32]([CH3:35])([CH3:34])[CH3:33])[C:18](=[O:37])[NH:17][C:16]=3[N:15]=2)[CH2:10][CH2:9]1)=[O:7])([CH3:4])([CH3:3])[CH3:2].C(=O)([O-])[O-].[K+].[K+].Br[CH2:45][C:46]([O:48][CH2:49][CH3:50])=[O:47], predict the reaction product. The product is: [C:1]([O:5][C:6]([N:8]1[CH2:13][CH2:12][N:11]([C:14]2[N:22]([CH2:23][CH:24]=[C:25]([CH3:26])[CH3:27])[C:21]3[C:20](=[O:28])[N:19]([CH2:29][O:30][C:31](=[O:36])[C:32]([CH3:35])([CH3:34])[CH3:33])[C:18](=[O:37])[N:17]([CH2:45][C:46]([O:48][CH2:49][CH3:50])=[O:47])[C:16]=3[N:15]=2)[CH2:10][CH2:9]1)=[O:7])([CH3:2])([CH3:3])[CH3:4]. (3) Given the reactants [C:1]1([CH2:7][CH2:8][CH2:9][NH2:10])C=CC=CC=1.[CH2:11]1[C:19]2[C:14](=[CH:15][CH:16]=[CH:17][CH:18]=2)[CH2:13][N:12]1[C:20]([NH:22][C:23]1[CH:31]=[CH:30][C:26]([C:27]([OH:29])=O)=[CH:25][N:24]=1)=[O:21].C1C2C(=CC=CC=2)CN1[C:41](NC1C=CC(C(O)=O)=CC=1)=[O:42], predict the reaction product. The product is: [O:42]1[CH2:1][CH2:7][C@@H:8]([CH2:9][NH:10][C:27]([C:26]2[CH:30]=[CH:31][C:23]([NH:22][C:20]([N:12]3[CH2:11][C:19]4[C:14](=[CH:15][CH:16]=[CH:17][CH:18]=4)[CH2:13]3)=[O:21])=[N:24][CH:25]=2)=[O:29])[CH2:41]1. (4) Given the reactants [Cl:1][C:2]1[N:7]=[CH:6][C:5]([CH2:8][CH2:9][OH:10])=[CH:4][CH:3]=1.N1C=CN=C1.[C:16]([Si:20](Cl)([C:27]1[CH:32]=[CH:31][CH:30]=[CH:29][CH:28]=1)[C:21]1[CH:26]=[CH:25][CH:24]=[CH:23][CH:22]=1)([CH3:19])([CH3:18])[CH3:17], predict the reaction product. The product is: [C:16]([Si:20]([C:27]1[CH:32]=[CH:31][CH:30]=[CH:29][CH:28]=1)([C:21]1[CH:22]=[CH:23][CH:24]=[CH:25][CH:26]=1)[O:10][CH2:9][CH2:8][C:5]1[CH:4]=[CH:3][C:2]([Cl:1])=[N:7][CH:6]=1)([CH3:19])([CH3:17])[CH3:18]. (5) The product is: [CH3:1][O:2][C:3](=[O:14])[C:4]1[CH:9]=[C:8]([CH:10]([F:12])[F:11])[N:7]=[C:6]([NH:71][C@H:67]([CH2:69][CH3:70])[CH3:68])[CH:5]=1. Given the reactants [CH3:1][O:2][C:3](=[O:14])[C:4]1[CH:9]=[C:8]([CH:10]([F:12])[F:11])[N:7]=[C:6](Cl)[CH:5]=1.C1(P(C2C=CC=CC=2)C2C=CC3C(=CC=CC=3)C=2C2C3C(=CC=CC=3)C=CC=2P(C2C=CC=CC=2)C2C=CC=CC=2)C=CC=CC=1.C(=O)([O-])[O-].[Cs+].[Cs+].[C@@H:67]([NH2:71])([CH2:69][CH3:70])[CH3:68], predict the reaction product. (6) The product is: [NH2:1][CH2:4][CH2:5][C:6]1[N:11]=[C:10]([NH:12][C:13](=[O:19])[O:14][C:15]([CH3:17])([CH3:16])[CH3:18])[CH:9]=[CH:8][CH:7]=1. Given the reactants [N:1]([CH2:4][CH2:5][C:6]1[N:11]=[C:10]([NH:12][C:13](=[O:19])[O:14][C:15]([CH3:18])([CH3:17])[CH3:16])[CH:9]=[CH:8][CH:7]=1)=[N+]=[N-].[H][H], predict the reaction product. (7) Given the reactants [F:1][C:2]1[C:12]([SH:13])=[CH:11][CH:10]=[CH:9][C:3]=1[C:4]([O:6][CH2:7][CH3:8])=[O:5].C1C(=O)N(Cl)C(=O)C1.[Cl:22][C:23]1[C:31]([F:32])=[C:30]2[C:26]([CH:27]=[C:28]([CH:33]3[CH2:35][CH2:34]3)[NH:29]2)=[CH:25][CH:24]=1, predict the reaction product. The product is: [Cl:22][C:23]1[C:31]([F:32])=[C:30]2[C:26]([C:27]([S:13][C:12]3[C:2]([F:1])=[C:3]([CH:9]=[CH:10][CH:11]=3)[C:4]([O:6][CH2:7][CH3:8])=[O:5])=[C:28]([CH:33]3[CH2:35][CH2:34]3)[NH:29]2)=[CH:25][CH:24]=1. (8) The product is: [CH3:1][C:2]([S:21]([CH3:24])(=[O:22])=[O:23])([CH2:8][CH2:9][C:10]1[CH:11]=[CH:12][C:13]([N:16]2[CH:20]=[CH:19][CH:18]=[N:17]2)=[CH:14][CH:15]=1)[C:3]([OH:5])=[O:4]. Given the reactants [CH3:1][C:2]([S:21]([CH3:24])(=[O:23])=[O:22])([CH2:8][CH2:9][C:10]1[CH:15]=[CH:14][C:13]([N:16]2[CH:20]=[CH:19][CH:18]=[N:17]2)=[CH:12][CH:11]=1)[C:3]([O:5]CC)=[O:4].O.[OH-].[Li+].O, predict the reaction product.